Dataset: Forward reaction prediction with 1.9M reactions from USPTO patents (1976-2016). Task: Predict the product of the given reaction. (1) Given the reactants Br[C:2]1[C:10]2[C:5](=[N:6][CH:7]=[C:8]([N+:11]([O-:13])=[O:12])[CH:9]=2)[N:4](S(C2C=CC(C)=CC=2)(=O)=O)[N:3]=1.[C:24]([Si:28]([CH3:34])([CH3:33])[O:29][CH2:30][C:31]#[CH:32])([CH3:27])([CH3:26])[CH3:25].C1COCC1, predict the reaction product. The product is: [Si:28]([O:29][CH2:30][C:31]#[C:32][C:2]1[C:10]2[C:5](=[N:6][CH:7]=[C:8]([N+:11]([O-:13])=[O:12])[CH:9]=2)[NH:4][N:3]=1)([C:24]([CH3:25])([CH3:26])[CH3:27])([CH3:33])[CH3:34]. (2) The product is: [ClH:15].[Cl:15][C:16]1[CH:17]=[C:18]2[C:23](=[CH:24][CH:25]=1)[CH:22]=[C:21]([S:26]([N:29]1[CH2:30][CH2:31][N:32]([C:10]([C:2]3[S:3][C:4]4[CH:5]=[N:6][CH:7]=[CH:8][C:9]=4[N:1]=3)=[O:12])[CH2:33][CH2:34]1)(=[O:27])=[O:28])[CH:20]=[CH:19]2. Given the reactants [N:1]1[C:9]2[CH:8]=[CH:7][N:6]=[CH:5][C:4]=2[S:3][C:2]=1[C:10]([O-:12])=O.[Na+].Cl.[Cl:15][C:16]1[CH:17]=[C:18]2[C:23](=[CH:24][CH:25]=1)[CH:22]=[C:21]([S:26]([N:29]1[CH2:34][CH2:33][NH:32][CH2:31][CH2:30]1)(=[O:28])=[O:27])[CH:20]=[CH:19]2, predict the reaction product. (3) Given the reactants C([O:5][C:6](=[O:38])[C:7]1[CH:12]=[CH:11][C:10]([CH2:13][CH2:14][C:15](=O)[NH:16][C:17]2[CH:18]=[C:19]([C:30]3[CH:35]=[CH:34][N:33]=[CH:32][C:31]=3[F:36])[C:20]([C:24]3[CH:25]=[N:26][CH:27]=[CH:28][CH:29]=3)=[N:21][C:22]=2[NH2:23])=[CH:9][CH:8]=1)(C)(C)C, predict the reaction product. The product is: [F:36][C:31]1[CH:32]=[N:33][CH:34]=[CH:35][C:30]=1[C:19]1[CH:18]=[C:17]2[N:16]=[C:15]([CH2:14][CH2:13][C:10]3[CH:9]=[CH:8][C:7]([C:6]([OH:5])=[O:38])=[CH:12][CH:11]=3)[NH:23][C:22]2=[N:21][C:20]=1[C:24]1[CH:25]=[N:26][CH:27]=[CH:28][CH:29]=1. (4) Given the reactants Br[CH2:2][C:3]1[CH:8]=[CH:7][CH:6]=[CH:5][C:4]=1[C:9]([F:12])([F:11])[F:10].[N:13]1([C:19]2[N:20]=[N:21][CH:22]=[CH:23][N:24]=2)[CH2:18][CH2:17][NH:16][CH2:15][CH2:14]1, predict the reaction product. The product is: [F:10][C:9]([F:12])([F:11])[C:4]1[CH:5]=[CH:6][CH:7]=[CH:8][C:3]=1[CH2:2][N:16]1[CH2:15][CH2:14][N:13]([C:19]2[N:20]=[N:21][CH:22]=[CH:23][N:24]=2)[CH2:18][CH2:17]1.[C:3]1([CH3:2])[CH:8]=[CH:7][CH:6]=[CH:5][CH:4]=1. (5) Given the reactants C(OC(=O)[NH:7][C@@H:8]1[CH2:12][CH2:11][N:10]([C:13]2[N:21]=[C:20]3[C:16]([N:17]=[CH:18][N:19]3[C@@H:22]3[CH2:26][C@H:25]([N:27]4[N:31]=[C:30]([CH2:32][CH3:33])[CH:29]=[N:28]4)[C@@H:24]([OH:34])[C@H:23]3[OH:35])=[C:15]([NH:36][CH2:37][CH:38]([C:45]3[CH:50]=[CH:49][CH:48]=[CH:47][CH:46]=3)[C:39]3[CH:44]=[CH:43][CH:42]=[CH:41][CH:40]=3)[N:14]=2)[CH2:9]1)(C)(C)C.N[C@@H]1CCN(C2N=C3C(N=CN3[C@@H]3C[C@H](N4C=C(CC)C=N4)[C@@H](O)[C@H]3O)=C(NCC(C3C=CC=CC=3)C3C=CC=CC=3)N=2)C1, predict the reaction product. The product is: [NH2:7][C@@H:8]1[CH2:12][CH2:11][N:10]([C:13]2[N:21]=[C:20]3[C:16]([N:17]=[CH:18][N:19]3[C@@H:22]3[CH2:26][C@H:25]([N:27]4[N:31]=[C:30]([CH2:32][CH3:33])[CH:29]=[N:28]4)[C@@H:24]([OH:34])[C@H:23]3[OH:35])=[C:15]([NH:36][CH2:37][CH:38]([C:45]3[CH:46]=[CH:47][CH:48]=[CH:49][CH:50]=3)[C:39]3[CH:40]=[CH:41][CH:42]=[CH:43][CH:44]=3)[N:14]=2)[CH2:9]1. (6) The product is: [OH:17][C:16]1[C:15]2[CH:18]=[CH:19][CH:20]=[CH:21][C:14]=2[O:13][C:12]=1[S:9]([C:6]1[CH:7]=[CH:8][C:3](=[O:2])[NH:4][N:5]=1)(=[O:11])=[O:10]. Given the reactants C[O:2][C:3]1[N:4]=[N:5][C:6]([S:9]([C:12]2[O:13][C:14]3[CH:21]=[CH:20][CH:19]=[CH:18][C:15]=3[C:16]=2[OH:17])(=[O:11])=[O:10])=[CH:7][CH:8]=1.Cl, predict the reaction product. (7) The product is: [Cl:25][C:19]1[CH:18]=[C:17]([Cl:26])[C:16]2[N:15]=[C:13]([C:12]3[N:8]([C:3]4[C:2]([Cl:1])=[CH:7][CH:6]=[CH:5][N:4]=4)[N:9]=[C:10]([C:27]([F:29])([F:28])[F:30])[CH:11]=3)[O:23][C:22](=[O:24])[C:21]=2[CH:20]=1. Given the reactants [Cl:1][C:2]1[C:3]([N:8]2[C:12]([C:13]([NH:15][C:16]3[C:21]([C:22]([OH:24])=[O:23])=[CH:20][C:19]([Cl:25])=[CH:18][C:17]=3[Cl:26])=O)=[CH:11][C:10]([C:27]([F:30])([F:29])[F:28])=[N:9]2)=[N:4][CH:5]=[CH:6][CH:7]=1.C(OC(=O)C)(=O)C, predict the reaction product.